From a dataset of Catalyst prediction with 721,799 reactions and 888 catalyst types from USPTO. Predict which catalyst facilitates the given reaction. Reactant: [NH2:1][C:2]1[CH:3]=[C:4]2[C:20](=[O:21])[NH:19][N:18]=[CH:17][C:6]3=[C:7]([C:11]4[CH:16]=[CH:15][CH:14]=[CH:13][CH:12]=4)[NH:8][C:9]([CH:10]=1)=[C:5]23.[N:22]1([CH2:27][C:28](O)=[O:29])[CH:26]=[N:25][N:24]=[N:23]1.C(N(CC)CC)C.F[P-](F)(F)(F)(F)F.N1(OC(N(C)C)=[N+](C)C)C2N=CC=CC=2N=N1. Product: [O:21]=[C:20]1[C:4]2[C:5]3[C:6](=[C:7]([C:11]4[CH:12]=[CH:13][CH:14]=[CH:15][CH:16]=4)[NH:8][C:9]=3[CH:10]=[C:2]([NH:1][C:28](=[O:29])[CH2:27][N:22]3[CH:26]=[N:25][N:24]=[N:23]3)[CH:3]=2)[CH:17]=[N:18][NH:19]1. The catalyst class is: 9.